This data is from Reaction yield outcomes from USPTO patents with 853,638 reactions. The task is: Predict the reaction yield, written as a fraction of the theoretical maximum amount of product (1.0 means a 100% yield; for example, 0.34 means a 34% yield). (1) The reactants are [Br:1][C:2]1[N:7]=[C:6]([C:8](OCC)=[O:9])[C:5]([NH:13][CH:14]2[CH2:17][O:16][CH2:15]2)=[CH:4][CH:3]=1.[NH3:18]. No catalyst specified. The product is [Br:1][C:2]1[N:7]=[C:6]([C:8]([NH2:18])=[O:9])[C:5]([NH:13][CH:14]2[CH2:17][O:16][CH2:15]2)=[CH:4][CH:3]=1. The yield is 0.940. (2) The reactants are [F:1][C:2]([F:24])([F:23])[C:3]1[CH:4]=[C:5]([CH:20]=[CH:21][CH:22]=1)[CH2:6][NH:7][C:8]1[C:17]2[C:12](=[C:13]([C:18]#[N:19])[CH:14]=[CH:15][CH:16]=2)[N:11]=[CH:10][CH:9]=1.[Li+].[OH-:26]. The catalyst is O1CCOCC1. The product is [F:24][C:2]([F:23])([F:1])[C:3]1[CH:4]=[C:5]([CH:20]=[CH:21][CH:22]=1)[CH2:6][NH:7][C:8]1[C:17]2[C:12](=[C:13]([C:18]([NH2:19])=[O:26])[CH:14]=[CH:15][CH:16]=2)[N:11]=[CH:10][CH:9]=1. The yield is 0.340.